From a dataset of Reaction yield outcomes from USPTO patents with 853,638 reactions. Predict the reaction yield, written as a fraction of the theoretical maximum amount of product (1.0 means a 100% yield; for example, 0.34 means a 34% yield). (1) The reactants are [C:1]([O:5][C:6](=[O:9])[CH2:7]Br)([CH3:4])([CH3:3])[CH3:2].[CH3:10][O:11][CH2:12][CH2:13][O:14][CH2:15][CH2:16][O:17]CCO.[C:21]1([CH3:27])[CH:26]=CC=CC=1.[OH-:28].[K+]. The catalyst is [Br-].C([N+](CCCC)(CCCC)CCCC)CCC.O. The product is [CH3:10][O:11][CH2:12][CH2:13][O:14][CH2:15][CH2:16][O:17][CH2:27][CH2:21][CH2:26][O:28][CH2:7][C:6]([O:5][C:1]([CH3:4])([CH3:3])[CH3:2])=[O:9]. The yield is 0.120. (2) The reactants are [F:1][C:2]([F:10])([F:9])[C:3]1[NH:7][N:6]=[C:5]([NH2:8])[N:4]=1.[O:11]1[C:15]2([CH2:20][CH2:19][C:18](=O)[CH2:17][CH2:16]2)[O:14][CH2:13][CH2:12]1.C(O[BH-](OC(=O)C)OC(=O)C)(=O)C.[Na+]. The catalyst is C(O)(=O)C. The product is [O:11]1[C:15]2([CH2:20][CH2:19][CH:18]([NH:8][C:5]3[N:4]=[C:3]([C:2]([F:10])([F:9])[F:1])[NH:7][N:6]=3)[CH2:17][CH2:16]2)[O:14][CH2:13][CH2:12]1. The yield is 0.420. (3) The reactants are [Cl:1][C:2]1[CH:7]=[C:6]([C:8]2[C:17]3[C:12](=[CH:13][C:14]([S:18]([N:21]([C:31]4[CH:35]=[CH:34][O:33][N:32]=4)[CH2:22][C:23]4[CH:28]=[CH:27][C:26]([O:29][CH3:30])=[CH:25][CH:24]=4)(=[O:20])=[O:19])=[CH:15][CH:16]=3)[CH:11]=[C:10]([O:36]C)[N:9]=2)[C:5]([O:38][CH3:39])=[CH:4][C:3]=1[C:40]1[CH:45]=[CH:44][CH:43]=[C:42]([F:46])[CH:41]=1.[I-].[Na+].I[CH3:50]. The catalyst is CC#N. The product is [Cl:1][C:2]1[CH:7]=[C:6]([C:8]2[N:9]([CH3:50])[C:10](=[O:36])[CH:11]=[C:12]3[C:17]=2[CH:16]=[CH:15][C:14]([S:18]([N:21]([C:31]2[CH:35]=[CH:34][O:33][N:32]=2)[CH2:22][C:23]2[CH:28]=[CH:27][C:26]([O:29][CH3:30])=[CH:25][CH:24]=2)(=[O:19])=[O:20])=[CH:13]3)[C:5]([O:38][CH3:39])=[CH:4][C:3]=1[C:40]1[CH:45]=[CH:44][CH:43]=[C:42]([F:46])[CH:41]=1. The yield is 0.900. (4) The reactants are [CH3:1][O:2][C:3]1[C:8](B(O)O)=[CH:7][C:6]([C:12]#[N:13])=[CH:5][N:4]=1.[C:14]([O:18][C:19](=[O:29])[NH:20][CH2:21][C:22]1[CH:27]=[CH:26][C:25](Br)=[CH:24][CH:23]=1)([CH3:17])([CH3:16])[CH3:15].C(=O)([O-])[O-].[Na+].[Na+]. The catalyst is COCCOC.C1C=CC([P]([Pd]([P](C2C=CC=CC=2)(C2C=CC=CC=2)C2C=CC=CC=2)([P](C2C=CC=CC=2)(C2C=CC=CC=2)C2C=CC=CC=2)[P](C2C=CC=CC=2)(C2C=CC=CC=2)C2C=CC=CC=2)(C2C=CC=CC=2)C2C=CC=CC=2)=CC=1. The product is [C:14]([O:18][C:19](=[O:29])[NH:20][CH2:21][C:22]1[CH:23]=[CH:24][C:25]([C:8]2[C:3]([O:2][CH3:1])=[N:4][CH:5]=[C:6]([C:12]#[N:13])[CH:7]=2)=[CH:26][CH:27]=1)([CH3:17])([CH3:15])[CH3:16]. The yield is 0.370. (5) The reactants are F[C:2]1[CH:7]=[CH:6][C:5]([F:8])=[CH:4][C:3]=1[N+:9]([O-:11])=[O:10].[C:12]([NH:19][CH:20]1[CH2:25][CH2:24][NH:23][CH2:22][CH2:21]1)([O:14][C:15]([CH3:18])([CH3:17])[CH3:16])=[O:13]. No catalyst specified. The product is [F:8][C:5]1[CH:6]=[CH:7][C:2]([N:23]2[CH2:22][CH2:21][CH:20]([NH:19][C:12](=[O:13])[O:14][C:15]([CH3:17])([CH3:16])[CH3:18])[CH2:25][CH2:24]2)=[C:3]([N+:9]([O-:11])=[O:10])[CH:4]=1. The yield is 0.970. (6) The reactants are [F:1][C:2]1[CH:10]=[C:9]2[C:5]([CH:6]=[N:7][NH:8]2)=[CH:4][C:3]=1[C:11]1[CH:12]=[C:13]([CH2:17][N:18]([CH3:20])[CH3:19])[CH:14]=[N:15][CH:16]=1.[OH-].[K+].[I:23]I. The catalyst is CN(C=O)C. The product is [F:1][C:2]1[CH:10]=[C:9]2[C:5]([C:6]([I:23])=[N:7][NH:8]2)=[CH:4][C:3]=1[C:11]1[CH:12]=[C:13]([CH2:17][N:18]([CH3:20])[CH3:19])[CH:14]=[N:15][CH:16]=1. The yield is 0.568.